Predict the product of the given reaction. From a dataset of Forward reaction prediction with 1.9M reactions from USPTO patents (1976-2016). The product is: [Cl:1][C:2]1[CH:11]=[C:10]2[C:5]([C:6](=[O:32])[C:7]([CH2:18][NH:19][C:20]([N:42]3[CH2:43][CH2:44][CH:39]([C:33]4[CH:38]=[CH:37][CH:36]=[CH:35][CH:34]=4)[CH2:40][CH2:41]3)=[O:31])=[CH:8][N:9]2[C:12]2[CH:13]=[CH:14][CH:15]=[CH:16][CH:17]=2)=[CH:4][CH:3]=1. Given the reactants [Cl:1][C:2]1[CH:11]=[C:10]2[C:5]([C:6](=[O:32])[C:7]([CH2:18][NH:19][C:20](=[O:31])OC3C=CC([N+]([O-])=O)=CC=3)=[CH:8][N:9]2[C:12]2[CH:17]=[CH:16][CH:15]=[CH:14][CH:13]=2)=[CH:4][CH:3]=1.[C:33]1([CH:39]2[CH2:44][CH2:43][NH:42][CH2:41][CH2:40]2)[CH:38]=[CH:37][CH:36]=[CH:35][CH:34]=1, predict the reaction product.